This data is from Catalyst prediction with 721,799 reactions and 888 catalyst types from USPTO. The task is: Predict which catalyst facilitates the given reaction. (1) Reactant: [Br:1][C:2]1[CH:3]=[C:4]([CH2:23]Br)[C:5]([N:8]([C:16]([O:18][C:19]([CH3:22])([CH3:21])[CH3:20])=[O:17])[C:9]([O:11][C:12]([CH3:15])([CH3:14])[CH3:13])=[O:10])=[N:6][CH:7]=1.[CH3:25][S-:26].[Na+]. Product: [Br:1][C:2]1[CH:3]=[C:4]([CH2:23][S:26][CH3:25])[C:5]([N:8]([C:16]([O:18][C:19]([CH3:22])([CH3:21])[CH3:20])=[O:17])[C:9]([O:11][C:12]([CH3:15])([CH3:14])[CH3:13])=[O:10])=[N:6][CH:7]=1. The catalyst class is: 1. (2) Reactant: [CH3:1][CH:2]([CH3:5])[C:3]#[CH:4].[C:6]([C:8]1[CH:9]=[C:10](I)[C:11]([OH:18])=[C:12]([CH:17]=1)[C:13]([O:15][CH3:16])=[O:14])#[N:7]. Product: [C:6]([C:8]1[CH:17]=[C:12]([C:13]([O:15][CH3:16])=[O:14])[C:11]2[O:18][C:3]([CH:2]([CH3:5])[CH3:1])=[CH:4][C:10]=2[CH:9]=1)#[N:7]. The catalyst class is: 580.